Dataset: Experimentally validated miRNA-target interactions with 360,000+ pairs, plus equal number of negative samples. Task: Binary Classification. Given a miRNA mature sequence and a target amino acid sequence, predict their likelihood of interaction. (1) The miRNA is hsa-miR-382-5p with sequence GAAGUUGUUCGUGGUGGAUUCG. Result: 1 (interaction). The protein sequence of the target gene is MPRDNMASLIQRIARQACLTFRGSGGGRGASDRDAASGPEAPMQPGFPENLSKLKSLLTQLRAEDLNIAPRKATLQPLPPNLPPVTYMHIYETDGFSLGVFLLKSGTSIPLHDHPGMHGMLKVLYGTVRISCMDKLDAGGGQRPRALPPEQQFEPPLQPREREAVRPGVLRSRAEYTEASGPCILTPHRDNLHQIDAVEGPAAFLDILAPPYDPDDGRDCHYYRVLEPVRPKEASSSACDLPREVWLLETPQADDFWCEGEPYPGPKVFP. (2) The miRNA is hsa-miR-1909-3p with sequence CGCAGGGGCCGGGUGCUCACCG. The protein sequence of the target gene is MDALESLLDEVALEGLDGLCLPALWSRLETRVPPFPLPLEPCTQEFLWRALATHPGISFYEEPRERPDLQLQDRYEEIDLETGILESRRDPVALEDVYPIHMILENKDGIQGSCRYFKERKNITNDIRTKSLQPRCTMVEAFDRWGKKLIIVASQAMRYRALIGQEGDPDLKLPDFSYCILERLGRSRWQGELQRDLHTTAFKVDAGKLHYHRKILNKNGLITMQSHVIRLPTGAQQHSILLLLNRFHVDRRSKYDILMEKLSVMLSTRTNHIETLGKLREELGLCERTFKRLYQYMLNA.... Result: 0 (no interaction). (3) Result: 1 (interaction). The miRNA is hsa-miR-4796-3p with sequence UAAAGUGGCAGAGUAUAGACAC. The protein sequence of the target gene is MMEGSRQTRVSRPYKISESSKVYRWADHSSTVLQRLNEQRLRGLFCDVVLVADEQRVPAHRNLLAVCSDYFNSMFTIGMREAFQKEVELIGASYIGLKAVVDFLYGGELVLDGGNIDYVLETAHLLQIWTVVDFCCEYLEQEVSEDNYLYLQELASIYSLKRLDAFIDGFILNHFGTLSFTPDFLQNVSMQKLCVYLSSSEVQRECEHDLLQAALQWLTQQPEREAHARQVLENIHFPLIPKNDLLHRVKPAVCSLLPKEANCEGFIEEAVRYHNNLAAQPVMQTKRTALRTNQERLLFV.... (4) The miRNA is hsa-miR-6727-5p with sequence CUCGGGGCAGGCGGCUGGGAGCG. The protein sequence of the target gene is MEPSPLELPVDAVRRIAAELNCDPTDERVALRLDEEDKLSHFRNCFYIPKMRDLPSIDLSLVSEDDDAIYFLGNSLGLQPKMVRTYLEEELDKWAKMGAYGHDVGKRPWIVGDESIVSLMKDIVGAHEKEIALMNALTINLHLLLLSFFKPTPKRHKILLEAKAFPSDHYAIESQIQLHGLDVEKSMRMVKPREGEETLRMEDILEVIEEEGDSIAVILFSGLHFYTGQLFNIPAITKAGHAKGCFVGFDLAHAVGNVELRLHDWGVDFACWCSYKYLNSGAGGLAGAFVHEKHAHTVKP.... Result: 0 (no interaction). (5) The miRNA is dme-miR-303-5p with sequence UUUAGGUUUCACAGGAAACUGGU. The protein sequence of the target gene is MPRRKQSHPQPVKCEGVKVDTEDSLDEGPGALVLESDLLLGQDLEFEEEEEEEEGDGNSDQLMGFERDSEGDSLGARPGLPYGLSDDESGGGRALSAESEVEEPARGPGEARGERPGPACQLCGGPTGEGPCCGAGGPGGGPLLPPRLLYSCRLCTFVSHYSSHLKRHMQTHSGEKPFRCGRCPYASAQLVNLTRHTRTHTGEKPYRCPHCPFACSSLGNLRRHQRTHAGPPTPPCPTCGFRCCTPRPARPPSPTEQEGAVPRRPEDALLLPDLSLHVPPGGASFLPDCGQLRGEGEGLC.... Result: 0 (no interaction). (6) Result: 1 (interaction). The miRNA is hsa-miR-3064-3p with sequence UUGCCACACUGCAACACCUUACA. The protein sequence of the target gene is MGLLTFRDVAVEFSLEEWEHLEPAQKNLYQDVMLENYRNLVSLGLVVSKPDLITFLEQRKEPWNVKSEETVAIQPDVFSHYNKDLLTEHCTEASFQKVISRRHGSCDLENLHLRKRWKREECEGHNGCYDEKTFKYDQFDESSVESLFHQQILSSCAKSYNFDQYRKVFTHSSLLNQQEEIDIWGKHHIYDKTSVLFRQVSTLNSYRNVFIGEKNYHCNNSEKTLNQSSSPKNHQENYFLEKQYKCKEFEEVFLQSMHGQEKQEQSYKCNKCVEVCTQSLKHIQHQTIHIRENSYSYNKY....